This data is from Peptide-MHC class I binding affinity with 185,985 pairs from IEDB/IMGT. The task is: Regression. Given a peptide amino acid sequence and an MHC pseudo amino acid sequence, predict their binding affinity value. This is MHC class I binding data. The peptide sequence is SYRNFSFSL. The binding affinity (normalized) is 0.834. The MHC is HLA-A24:03 with pseudo-sequence HLA-A24:03.